This data is from Full USPTO retrosynthesis dataset with 1.9M reactions from patents (1976-2016). The task is: Predict the reactants needed to synthesize the given product. (1) Given the product [F:1][C:2]1[CH:3]=[C:4]([N:5]2[C:28](=[O:29])[CH:27]=[C:26]([CH3:32])[N:22]=[C:23]2[CH3:25])[CH:6]=[CH:7][C:8]=1[N:9]1[CH2:10][CH2:11][N:12]([CH3:15])[CH2:13][CH2:14]1, predict the reactants needed to synthesize it. The reactants are: [F:1][C:2]1[CH:3]=[C:4]([CH:6]=[CH:7][C:8]=1[N:9]1[CH2:14][CH2:13][N:12]([CH3:15])[CH2:11][CH2:10]1)[NH2:5].C[Al](C)C.N#N.[NH:22](/[C:26](/[CH3:32])=[CH:27]\[C:28](OC)=[O:29])[C:23]([CH3:25])=O. (2) Given the product [CH2:13]([N:3]([CH:1]=[CH2:2])[CH:4]=[O:5])[CH2:14][CH2:15][CH3:16], predict the reactants needed to synthesize it. The reactants are: [CH:1]([NH:3][CH:4]=[O:5])=[CH2:2].CC([O-])(C)C.[K+].Br[CH2:13][CH2:14][CH2:15][CH3:16]. (3) Given the product [CH3:10][O:9][C:8]1[C:3]([CH:2]=[O:14])=[N:4][CH:5]=[CH:6][C:7]=1[O:11][CH3:12], predict the reactants needed to synthesize it. The reactants are: Cl[CH2:2][C:3]1[C:8]([O:9][CH3:10])=[C:7]([O:11][CH3:12])[CH:6]=[CH:5][N:4]=1.[N+](C(C)C)([O-])=[O:14].[Na]. (4) Given the product [N+:25]([C:28]1[N:33]=[C:32]([S:34]([C:10]2[N:11]=[CH:6][CH:7]=[CH:8][C:9]=2[C:22]([NH2:39])=[O:24])(=[O:36])=[O:35])[CH:31]=[CH:30][CH:29]=1)([O-:27])=[O:26], predict the reactants needed to synthesize it. The reactants are: C(N[C:6]1[N:11]=[C:10](OC2C(C)=CC(C)=CC=2C)[C:9]([C:22]([OH:24])=O)=[CH:8][CH:7]=1)(C)(C)C.[N+:25]([C:28]1[N:33]=[C:32]([S:34](N)(=[O:36])=[O:35])[CH:31]=[CH:30][CH:29]=1)([O-:27])=[O:26].C[N:39](C(ON1N=NC2C=CC=NC1=2)=[N+](C)C)C.F[P-](F)(F)(F)(F)F.C(N(C(C)C)C(C)C)C. (5) Given the product [C:17]([NH:16][C:12]1[CH:11]=[C:10]([CH:7]2[CH2:8][CH2:9][N:4]([CH2:3][CH2:2][NH:1][C:32]([C:23]3[CH:24]=[CH:25][C:26]4[C:31](=[CH:30][CH:29]=[CH:28][CH:27]=4)[CH:22]=3)=[O:33])[CH2:5][CH2:6]2)[CH:15]=[CH:14][CH:13]=1)(=[O:21])[CH:18]([CH3:19])[CH3:20], predict the reactants needed to synthesize it. The reactants are: [NH2:1][CH2:2][CH2:3][N:4]1[CH2:9][CH2:8][CH:7]([C:10]2[CH:11]=[C:12]([NH:16][C:17](=[O:21])[CH:18]([CH3:20])[CH3:19])[CH:13]=[CH:14][CH:15]=2)[CH2:6][CH2:5]1.[CH:22]1[C:31]2[C:26](=[CH:27][CH:28]=[CH:29][CH:30]=2)[CH:25]=[CH:24][C:23]=1[C:32](Cl)=[O:33]. (6) Given the product [F:34][C:33]([F:36])([F:35])[C:37]([OH:40])=[O:39].[CH3:18][C:13]1[C:12]([C:8]2[CH:7]=[C:6]3[C:11]([C:2]([NH:22][C:23]4[CH:28]=[CH:27][CH:26]=[C:25]([NH:29][S:30]([C:33]([F:36])([F:34])[F:35])(=[O:32])=[O:31])[CH:24]=4)=[C:3]([C:19]([NH2:21])=[O:20])[CH:4]=[N:5]3)=[CH:10][CH:9]=2)=[C:16]([CH3:17])[O:15][N:14]=1, predict the reactants needed to synthesize it. The reactants are: Cl[C:2]1[C:11]2[C:6](=[CH:7][C:8]([C:12]3[C:13]([CH3:18])=[N:14][O:15][C:16]=3[CH3:17])=[CH:9][CH:10]=2)[N:5]=[CH:4][C:3]=1[C:19]([NH2:21])=[O:20].[NH2:22][C:23]1[CH:24]=[C:25]([NH:29][S:30]([C:33]([F:36])([F:35])[F:34])(=[O:32])=[O:31])[CH:26]=[CH:27][CH:28]=1.[C:37]([OH:40])(=[O:39])C. (7) Given the product [ClH:20].[CH3:1][S:2]([CH2:5][CH2:6][CH:7]1[CH2:12][CH2:11][NH:10][CH2:9][CH2:8]1)(=[O:4])=[O:3], predict the reactants needed to synthesize it. The reactants are: [CH3:1][S:2]([CH2:5][CH2:6][CH:7]1[CH2:12][CH2:11][N:10](C(OC(C)(C)C)=O)[CH2:9][CH2:8]1)(=[O:4])=[O:3].[ClH:20]. (8) Given the product [CH3:17][O:18][C:19]1[CH:24]=[CH:23][C:22]([C:6]([OH:7])([C:8]2[CH:13]=[CH:12][C:11]([CH3:14])=[CH:10][CH:9]=2)[C:5]2[CH:4]=[CH:3][C:2]([CH3:1])=[CH:16][CH:15]=2)=[CH:21][CH:20]=1, predict the reactants needed to synthesize it. The reactants are: [CH3:1][C:2]1[CH:16]=[CH:15][C:5]([C:6]([C:8]2[CH:13]=[CH:12][C:11]([CH3:14])=[CH:10][CH:9]=2)=[O:7])=[CH:4][CH:3]=1.[CH3:17][O:18][C:19]1[CH:24]=[CH:23][C:22]([Mg]Br)=[CH:21][CH:20]=1.C(Cl)Cl.CCCCCC.